Dataset: Reaction yield outcomes from USPTO patents with 853,638 reactions. Task: Predict the reaction yield, written as a fraction of the theoretical maximum amount of product (1.0 means a 100% yield; for example, 0.34 means a 34% yield). (1) The reactants are [C:1]([O:6][CH2:7][N:8]1[C:17]2[C:12](=[CH:13][CH:14]=[C:15]([O:18][CH2:19][CH2:20][CH2:21][CH2:22][N:23]3[CH2:28][CH2:27][N:26]([C:29]4[CH:34]=[CH:33][CH:32]=[C:31]([Cl:35])[C:30]=4[Cl:36])[CH2:25][CH2:24]3)[CH:16]=2)[CH2:11][CH2:10][C:9]1=[O:37])(=[O:5])[CH2:2][CH2:3][CH3:4].C(O)(C(F)(F)F)=O.C(C1C(=O)C(Cl)=C(Cl)C(=O)C=1C#N)#N. The catalyst is C1COCC1. The product is [C:1]([O:6][CH2:7][N:8]1[C:17]2[C:12](=[CH:13][CH:14]=[C:15]([O:18][CH2:19][CH2:20][CH2:21][CH2:22][N:23]3[CH2:28][CH2:27][N:26]([C:29]4[CH:34]=[CH:33][CH:32]=[C:31]([Cl:35])[C:30]=4[Cl:36])[CH2:25][CH2:24]3)[CH:16]=2)[CH:11]=[CH:10][C:9]1=[O:37])(=[O:5])[CH2:2][CH2:3][CH3:4]. The yield is 0.630. (2) The reactants are [C:1]1([C:7]2[CH:12]=[CH:11][N:10]=[CH:9][CH:8]=2)[CH:6]=[CH:5][CH:4]=[CH:3][CH:2]=1.[CH2:13]1[CH2:19][S:16](=[O:18])(=[O:17])[O:15][CH2:14]1.[BH4-].[Na+].O. The catalyst is CC(C)=O.CO. The product is [C:1]1([C:7]2[CH2:12][CH2:11][N:10]([CH2:14][CH2:13][CH2:19][S:16]([OH:18])(=[O:17])=[O:15])[CH2:9][CH:8]=2)[CH:2]=[CH:3][CH:4]=[CH:5][CH:6]=1. The yield is 0.930. (3) The reactants are [N+:1]([C:4]1[CH:5]=[C:6]2[C:10](=[CH:11][CH:12]=1)[NH:9][N:8]=[CH:7]2)([O-:3])=[O:2].[F:13][C:14]1[CH:15]=[C:16]([CH:19]=[CH:20][CH:21]=1)[CH2:17]Br.C(=O)([O-])[O-].[K+].[K+]. The catalyst is C(#N)C. The product is [N+:1]([C:4]1[CH:5]=[C:6]2[C:10](=[CH:11][CH:12]=1)[N:9]([CH2:17][C:16]1[CH:19]=[CH:20][CH:21]=[C:14]([F:13])[CH:15]=1)[N:8]=[CH:7]2)([O-:3])=[O:2].[N+:1]([C:4]1[CH:12]=[CH:11][C:10]2[C:6](=[CH:7][N:8]([CH2:17][C:16]3[CH:19]=[CH:20][CH:21]=[C:14]([F:13])[CH:15]=3)[N:9]=2)[CH:5]=1)([O-:3])=[O:2]. The yield is 0.320. (4) The reactants are [N+:1]([C:4]1[CH:5]=[N:6][CH:7]=[CH:8][C:9]=1[C:10]1[CH2:15][CH2:14][CH2:13][CH:12]([N:16]2[C:24](=[O:25])[C:23]3[C:18](=[CH:19][CH:20]=[CH:21][CH:22]=3)[C:17]2=[O:26])[CH:11]=1)([O-])=O. The catalyst is C(O)(=O)C.[Pd]. The product is [NH2:1][C:4]1[CH:5]=[N:6][CH:7]=[CH:8][C:9]=1[CH:10]1[CH2:15][CH2:14][CH2:13][CH:12]([N:16]2[C:17](=[O:26])[C:18]3[C:23](=[CH:22][CH:21]=[CH:20][CH:19]=3)[C:24]2=[O:25])[CH2:11]1. The yield is 0.730. (5) The reactants are CN(C(ON1N=NC2C=CC=NC1=2)=[N+](C)C)C.F[P-](F)(F)(F)(F)F.[Cl:25][C:26]1[N:30]2[CH:31]=[C:32]([CH:39]3[CH2:41][CH2:40]3)[CH:33]=[C:34]([C:35]([F:38])([F:37])[F:36])[C:29]2=[N:28][C:27]=1[C:42]([OH:44])=O.[NH:45]1[CH2:50][CH2:49][CH:48]([N:51]2[CH2:55][CH2:54][CH2:53][C:52]2=[O:56])[CH2:47][CH2:46]1.CCN(C(C)C)C(C)C.Cl. The catalyst is CN(C)C=O.C(Cl)Cl. The product is [Cl:25][C:26]1[N:30]2[CH:31]=[C:32]([CH:39]3[CH2:40][CH2:41]3)[CH:33]=[C:34]([C:35]([F:36])([F:37])[F:38])[C:29]2=[N:28][C:27]=1[C:42]([N:45]1[CH2:46][CH2:47][CH:48]([N:51]2[CH2:55][CH2:54][CH2:53][C:52]2=[O:56])[CH2:49][CH2:50]1)=[O:44]. The yield is 0.604.